This data is from Reaction yield outcomes from USPTO patents with 853,638 reactions. The task is: Predict the reaction yield, written as a fraction of the theoretical maximum amount of product (1.0 means a 100% yield; for example, 0.34 means a 34% yield). (1) The reactants are [Cl:1][C:2]1[C:10]2[C:6](=[CH:7][N:8]([CH3:11])[N:9]=2)[C:5]([C:12](OC)=[O:13])=[CH:4][CH:3]=1.[H-].C([Al+]CC(C)C)C(C)C.[OH-].[Na+].Cl. The catalyst is O1CCCC1.CCCCCC.O. The product is [Cl:1][C:2]1[C:10]2[C:6](=[CH:7][N:8]([CH3:11])[N:9]=2)[C:5]([CH2:12][OH:13])=[CH:4][CH:3]=1. The yield is 0.950. (2) The reactants are [CH:1]([O:4][C:5]1[C:6]([CH3:13])=[C:7]([C:10]([OH:12])=O)[S:8][CH:9]=1)([CH3:3])[CH3:2].Cl.[NH2:15][CH2:16][C:17]1[C:18](=[O:25])[NH:19][C:20]([CH3:24])=[CH:21][C:22]=1[CH3:23].C1C=NC2N(O)N=NC=2C=1.C(Cl)CCl.CN1CCOCC1. The catalyst is CN(C=O)C. The product is [CH3:23][C:22]1[CH:21]=[C:20]([CH3:24])[NH:19][C:18](=[O:25])[C:17]=1[CH2:16][NH:15][C:10]([C:7]1[S:8][CH:9]=[C:5]([O:4][CH:1]([CH3:2])[CH3:3])[C:6]=1[CH3:13])=[O:12]. The yield is 0.00411. (3) The reactants are Cl[C:2]1[N:28]=[CH:27][C:5]2[C:6]3[N:10]([CH2:11][CH2:12][O:13][C:4]=2[CH:3]=1)[CH:9]=[C:8]([C:14]1[N:15]([C:19]2[CH:24]=[CH:23][C:22]([F:25])=[CH:21][C:20]=2[F:26])[N:16]=[CH:17][N:18]=1)[N:7]=3.[NH:29]1[CH2:36][CH2:35][CH2:34][C@H:30]1[C:31]([NH2:33])=[O:32].C(N(CC)CC)C.[NH4+].[Cl-]. The catalyst is CN1CCCC1=O.ClCCl. The product is [F:26][C:20]1[CH:21]=[C:22]([F:25])[CH:23]=[CH:24][C:19]=1[N:15]1[C:14]([C:8]2[N:7]=[C:6]3[C:5]4[CH:27]=[N:28][C:2]([N:29]5[CH2:36][CH2:35][CH2:34][C@H:30]5[C:31]([NH2:33])=[O:32])=[CH:3][C:4]=4[O:13][CH2:12][CH2:11][N:10]3[CH:9]=2)=[N:18][CH:17]=[N:16]1. The yield is 0.390. (4) The reactants are [CH2:1]([O:8][C:9]([NH:11][C:12]1[C:13]([C:23](O)=[O:24])=[N:14][C:15]2[C:20]([CH:21]=1)=[CH:19][CH:18]=[C:17]([Br:22])[CH:16]=2)=[O:10])[C:2]1[CH:7]=[CH:6][CH:5]=[CH:4][CH:3]=1.[NH2:26][C:27]1[CH:28]=[N:29][CH:30]=[CH:31][C:32]=1[N:33]1[CH2:38][C@H:37]([C:39]([F:42])([F:41])[F:40])[CH2:36][C@H:35]([NH:43][C:44](=[O:50])[O:45][C:46]([CH3:49])([CH3:48])[CH3:47])[CH2:34]1.CN(C(ON1N=NC2C=CC=NC1=2)=[N+](C)C)C.F[P-](F)(F)(F)(F)F.CCN(C(C)C)C(C)C. The catalyst is CN(C=O)C. The product is [Br:22][C:17]1[CH:16]=[C:15]2[C:20]([CH:21]=[C:12]([NH:11][C:9](=[O:10])[O:8][CH2:1][C:2]3[CH:3]=[CH:4][CH:5]=[CH:6][CH:7]=3)[C:13]([C:23]([NH:26][C:27]3[CH:28]=[N:29][CH:30]=[CH:31][C:32]=3[N:33]3[CH2:38][C@H:37]([C:39]([F:41])([F:40])[F:42])[CH2:36][C@H:35]([NH:43][C:44]([O:45][C:46]([CH3:47])([CH3:49])[CH3:48])=[O:50])[CH2:34]3)=[O:24])=[N:14]2)=[CH:19][CH:18]=1. The yield is 0.530. (5) The reactants are [F:1][C:2]1[CH:3]=[N:4][CH:5]=[CH:6][C:7]=1[C:8]1[N:9]=[CH:10][C:11]([NH2:20])=[N:12][C:13]=1[C:14]1[CH:15]=[N:16][CH:17]=[CH:18][CH:19]=1.N1C=CC=CC=1.[C:27](Cl)(=[O:30])[CH2:28][CH3:29]. The catalyst is C(Cl)Cl. The product is [F:1][C:2]1[CH:3]=[N:4][CH:5]=[CH:6][C:7]=1[C:8]1[N:9]=[CH:10][C:11]([NH:20][C:27](=[O:30])[CH2:28][CH3:29])=[N:12][C:13]=1[C:14]1[CH:15]=[N:16][CH:17]=[CH:18][CH:19]=1. The yield is 0.550. (6) The reactants are [Cl:1][CH2:2][CH2:3][CH2:4][SiH2:5][CH:6](Cl)Cl.[CH:9]([Mg]Cl)=[CH2:10].[CH2:13]1COC[CH2:14]1. No catalyst specified. The product is [Cl:1][CH2:2][CH2:3][CH2:4][Si:5]([CH3:6])([CH:9]=[CH2:10])[CH:13]=[CH2:14]. The yield is 0.910. (7) The reactants are [Cl:1][C:2]1[N:3]([C@@H:16]2[O:22][C@H:21]([CH2:23][O:24]C(=O)C)[C@@H:19]([OH:20])[C@H:17]2[OH:18])[C:4]2[C:9]([C:10]=1[C:11](=[O:13])[CH3:12])=[CH:8][C:7]([Cl:14])=[C:6]([Cl:15])[CH:5]=2.C[O-].[Na+]. The catalyst is CO. The product is [Cl:1][C:2]1[N:3]([C@@H:16]2[O:22][C@H:21]([CH2:23][OH:24])[C@@H:19]([OH:20])[C@H:17]2[OH:18])[C:4]2[C:9]([C:10]=1[C:11](=[O:13])[CH3:12])=[CH:8][C:7]([Cl:14])=[C:6]([Cl:15])[CH:5]=2. The yield is 0.810. (8) The reactants are [Cl:1][C:2]1[C:7]2[C:8](=[O:22])[N:9]([CH2:11][C:12]3[CH:17]=[CH:16][C:15]([O:18][CH3:19])=[CH:14][C:13]=3[O:20][CH3:21])[CH2:10][C:6]=2[C:5]([F:23])=[C:4](Cl)[N:3]=1.[NH:25]1[CH2:29][CH2:28][C@H:27]([NH:30][C:31](=[O:37])[O:32][C:33]([CH3:36])([CH3:35])[CH3:34])[CH2:26]1. The catalyst is C(#N)C. The product is [Cl:1][C:2]1[C:7]2[C:8](=[O:22])[N:9]([CH2:11][C:12]3[CH:17]=[CH:16][C:15]([O:18][CH3:19])=[CH:14][C:13]=3[O:20][CH3:21])[CH2:10][C:6]=2[C:5]([F:23])=[C:4]([N:25]2[CH2:29][CH2:28][C@H:27]([NH:30][C:31](=[O:37])[O:32][C:33]([CH3:35])([CH3:34])[CH3:36])[CH2:26]2)[N:3]=1. The yield is 0.558. (9) The reactants are I[C:2]1[N:11]=[CH:10][C:9]2[CH2:8][CH2:7][C:6]3[C:12]([C:16]([NH2:18])=[O:17])=[N:13][N:14]([CH3:15])[C:5]=3[C:4]=2[N:3]=1.[CH3:19][N:20]1[CH2:25][CH2:24][CH:23]([NH2:26])[CH2:22][CH2:21]1. No catalyst specified. The product is [CH3:15][N:14]1[C:5]2[C:4]3[N:3]=[C:2]([NH:26][CH:23]4[CH2:24][CH2:25][N:20]([CH3:19])[CH2:21][CH2:22]4)[N:11]=[CH:10][C:9]=3[CH2:8][CH2:7][C:6]=2[C:12]([C:16]([NH2:18])=[O:17])=[N:13]1. The yield is 0.500.